This data is from Catalyst prediction with 721,799 reactions and 888 catalyst types from USPTO. The task is: Predict which catalyst facilitates the given reaction. (1) Reactant: [Br:1][C:2]1[N:3]=[C:4]([C:7]([OH:9])=O)[S:5][CH:6]=1.[C@@H:10]12[O:17][C@@H:14]([CH2:15][CH2:16]1)[CH2:13][NH:12][CH2:11]2.C(Cl)CCl.C(N(CC)CC)C. Product: [CH:14]12[O:17][CH:10]([CH2:16][CH2:15]1)[CH2:11][N:12]([C:7]([C:4]1[S:5][CH:6]=[C:2]([Br:1])[N:3]=1)=[O:9])[CH2:13]2. The catalyst class is: 39. (2) Reactant: [Cl:1][C:2]1[N:9]=[C:8]([Cl:10])[CH:7]=[C:6]([CH:11]2[CH2:16][CH2:15][NH:14][CH2:13][CH2:12]2)[C:3]=1[C:4]#[N:5].[C:17](O[C:17]([O:19][C:20]([CH3:23])([CH3:22])[CH3:21])=[O:18])([O:19][C:20]([CH3:23])([CH3:22])[CH3:21])=[O:18].C(OCC)(=O)C. Product: [Cl:1][C:2]1[C:3]([C:4]#[N:5])=[C:6]([CH:11]2[CH2:12][CH2:13][N:14]([C:17]([O:19][C:20]([CH3:23])([CH3:22])[CH3:21])=[O:18])[CH2:15][CH2:16]2)[CH:7]=[C:8]([Cl:10])[N:9]=1. The catalyst class is: 4.